This data is from Full USPTO retrosynthesis dataset with 1.9M reactions from patents (1976-2016). The task is: Predict the reactants needed to synthesize the given product. (1) Given the product [Cl:23][C:22]1[N:18]([CH2:17][S:8][C:6]2[N:5]=[C:4]([OH:9])[CH:3]=[C:2]([CH3:1])[N:7]=2)[N:19]=[CH:20][CH:21]=1, predict the reactants needed to synthesize it. The reactants are: [CH3:1][C:2]1[N:7]=[C:6]([SH:8])[N:5]=[C:4]([OH:9])[CH:3]=1.C(=O)([O-])[O-].[K+].[K+].Br[CH2:17][N:18]1[C:22]([Cl:23])=[CH:21][CH:20]=[N:19]1. (2) Given the product [Br:11][C:7]1[CH:8]=[C:9]2[O:1][C:2](=[O:10])[NH:3][C:4]2=[N:5][CH:6]=1, predict the reactants needed to synthesize it. The reactants are: [O:1]1[C:9]2[C:4](=[N:5][CH:6]=[CH:7][CH:8]=2)[NH:3][C:2]1=[O:10].[Br:11]N1C(=O)CCC1=O. (3) Given the product [F:1][C@H:2]1[CH2:19][C@@:17]2([CH3:18])[C@@H:13]([CH2:14][CH2:15][C@@H:16]2[OH:20])[C@H:12]2[C@H:3]1[C:4]1[CH:5]=[CH:6][C:7]([OH:42])=[CH:8][C:9]=1[CH2:10][C@H:11]2[CH2:21][CH2:22][CH2:23][CH2:24][CH2:25][N:26]([CH3:41])[CH2:27][CH:28]=[C:29]([F:40])[C:30]([F:38])([F:39])[C:31]([F:36])([F:37])[C:32]([F:33])([F:34])[F:35], predict the reactants needed to synthesize it. The reactants are: [F:1][C@H:2]1[CH2:19][C@@:17]2([CH3:18])[C@@H:13]([CH2:14][CH2:15][C:16]2=[O:20])[C@H:12]2[C@H:3]1[C:4]1[CH:5]=[CH:6][C:7]([OH:42])=[CH:8][C:9]=1[CH2:10][C@H:11]2[CH2:21][CH2:22][CH2:23][CH2:24][CH2:25][N:26]([CH3:41])[CH2:27][CH:28]=[C:29]([F:40])[C:30]([F:39])([F:38])[C:31]([F:37])([F:36])[C:32]([F:35])([F:34])[F:33].[BH4-].[Na+]. (4) Given the product [N:20]1([C:18]([C:15]2[CH:14]=[CH:13][C:12]([C:9]3[CH:10]=[CH:11][C:6]4[N:7]([C:3]([C:1]#[C:2][C:27]5[C:32]([C:33]([F:35])([F:34])[F:36])=[CH:31][N:30]=[C:29]6[N:37]([C:40]([O:42][C:43]([CH3:46])([CH3:45])[CH3:44])=[O:41])[CH:38]=[CH:39][C:28]=56)=[CH:4][N:5]=4)[N:8]=3)=[CH:17][CH:16]=2)=[O:19])[CH2:21][CH2:22][O:23][CH2:24][CH2:25]1, predict the reactants needed to synthesize it. The reactants are: [C:1]([C:3]1[N:7]2[N:8]=[C:9]([C:12]3[CH:17]=[CH:16][C:15]([C:18]([N:20]4[CH2:25][CH2:24][O:23][CH2:22][CH2:21]4)=[O:19])=[CH:14][CH:13]=3)[CH:10]=[CH:11][C:6]2=[N:5][CH:4]=1)#[CH:2].I[C:27]1[C:32]([C:33]([F:36])([F:35])[F:34])=[CH:31][N:30]=[C:29]2[N:37]([C:40]([O:42][C:43]([CH3:46])([CH3:45])[CH3:44])=[O:41])[CH:38]=[CH:39][C:28]=12. (5) Given the product [F:12][B-:11]([F:15])([F:14])[F:13].[Br:1][C:2]1[CH:8]=[C:7]([Cl:9])[CH:6]=[CH:5][C:3]=1[N+:4]#[N:16], predict the reactants needed to synthesize it. The reactants are: [Br:1][C:2]1[CH:8]=[C:7]([Cl:9])[CH:6]=[CH:5][C:3]=1[NH2:4].[H+].[B-:11]([F:15])([F:14])([F:13])[F:12].[N:16]([O-])=O.[Na+].C(OCC)C. (6) Given the product [C:27]([C:31]1[CH:32]=[CH:33][C:34]([C:35]([NH:1][C@H:2]([C:14]([O:16][CH3:17])=[O:15])[CH2:3][C:4]2[CH:13]=[CH:12][C:7]([C:8]([O:10][CH3:11])=[O:9])=[CH:6][CH:5]=2)=[O:36])=[CH:38][CH:39]=1)([CH3:30])([CH3:28])[CH3:29], predict the reactants needed to synthesize it. The reactants are: [NH2:1][C@H:2]([C:14]([O:16][CH3:17])=[O:15])[CH2:3][C:4]1[CH:13]=[CH:12][C:7]([C:8]([O:10][CH3:11])=[O:9])=[CH:6][CH:5]=1.CCN(C(C)C)C(C)C.[C:27]([C:31]1[CH:39]=[CH:38][C:34]([C:35](Cl)=[O:36])=[CH:33][CH:32]=1)([CH3:30])([CH3:29])[CH3:28].